Dataset: Reaction yield outcomes from USPTO patents with 853,638 reactions. Task: Predict the reaction yield, written as a fraction of the theoretical maximum amount of product (1.0 means a 100% yield; for example, 0.34 means a 34% yield). (1) The reactants are [F:1][C:2]1[C:3](I)=[CH:4][C:5](=[O:21])[N:6]([CH2:8][CH2:9][C@@:10]([CH3:20])([S:16]([CH3:19])(=[O:18])=[O:17])[C:11]([O:13][CH2:14][CH3:15])=[O:12])[CH:7]=1.CC1(C)C(C)(C)OB([C:31]2[CH:36]=[CH:35][C:34]([N:37]3[N:41]=[CH:40][CH:39]=[N:38]3)=[CH:33][CH:32]=2)O1.P([O-])([O-])([O-])=O.[K+].[K+].[K+]. The catalyst is CC1CCCO1.O.CCOC(C)=O.C1C=CC(P(C2C=CC=CC=2)[C-]2C=CC=C2)=CC=1.C1C=CC(P(C2C=CC=CC=2)[C-]2C=CC=C2)=CC=1.Cl[Pd]Cl.[Fe+2]. The product is [F:1][C:2]1[C:3]([C:31]2[CH:36]=[CH:35][C:34]([N:37]3[N:41]=[CH:40][CH:39]=[N:38]3)=[CH:33][CH:32]=2)=[CH:4][C:5](=[O:21])[N:6]([CH2:8][CH2:9][C@@:10]([CH3:20])([S:16]([CH3:19])(=[O:18])=[O:17])[C:11]([O:13][CH2:14][CH3:15])=[O:12])[CH:7]=1. The yield is 0.674. (2) The reactants are [NH:1]1[CH2:5][CH2:4][CH:3]([OH:6])[CH2:2]1.[CH2:7]([O:14][C:15](O[C:15]([O:14][CH2:7][C:8]1[CH:13]=[CH:12][CH:11]=[CH:10][CH:9]=1)=[O:16])=[O:16])[C:8]1[CH:13]=[CH:12][CH:11]=[CH:10][CH:9]=1. The catalyst is C1COCC1.[OH-].[Na+]. The product is [OH:6][CH:3]1[CH2:4][CH2:5][N:1]([C:15]([O:14][CH2:7][C:8]2[CH:13]=[CH:12][CH:11]=[CH:10][CH:9]=2)=[O:16])[CH2:2]1. The yield is 0.470. (3) The reactants are [CH:1]1[C:13]2[CH:12]([CH2:14][O:15][C:16]([N:18]([CH3:36])[N:19]([CH2:21][C:22]3[N:23]([CH2:31][CH2:32][C:33]([OH:35])=[O:34])[C:24]4[C:29]([CH:30]=3)=[CH:28][CH:27]=[CH:26][CH:25]=4)[CH3:20])=[O:17])[C:11]3[C:6](=[CH:7][CH:8]=[CH:9][CH:10]=3)[C:5]=2[CH:4]=[CH:3][CH:2]=1.[F:37][C:38]1[C:43](O)=[C:42]([F:45])[C:41]([F:46])=[C:40]([F:47])[C:39]=1[F:48].C1CCC(N=C=NC2CCCCC2)CC1. The catalyst is CCOC(C)=O. The product is [CH3:36][N:18]([C:16]([O:15][CH2:14][CH:12]1[C:13]2[CH:1]=[CH:2][CH:3]=[CH:4][C:5]=2[C:6]2[C:11]1=[CH:10][CH:9]=[CH:8][CH:7]=2)=[O:17])[N:19]([CH3:20])[CH2:21][C:22]1[N:23]([CH2:31][CH2:32][C:33](=[O:35])[O:34][C:43]2[C:42]([F:45])=[C:41]([F:46])[C:40]([F:47])=[C:39]([F:48])[C:38]=2[F:37])[C:24]2[C:29]([CH:30]=1)=[CH:28][CH:27]=[CH:26][CH:25]=2. The yield is 0.970.